From a dataset of Forward reaction prediction with 1.9M reactions from USPTO patents (1976-2016). Predict the product of the given reaction. (1) Given the reactants S(Cl)(Cl)=O.[C:5]([NH:8][C:9]1[CH:10]=[C:11]2[C:16](=[CH:17][CH:18]=1)[O:15][CH:14]([CH2:19][C:20]([OH:22])=[O:21])[CH2:13][CH2:12]2)(=[O:7])[CH3:6].N.[Cl-].[NH4+].[CH3:26]O, predict the reaction product. The product is: [C:5]([NH:8][C:9]1[CH:10]=[C:11]2[C:16](=[CH:17][CH:18]=1)[O:15][CH:14]([CH2:19][C:20]([O:22][CH3:26])=[O:21])[CH2:13][CH2:12]2)(=[O:7])[CH3:6]. (2) Given the reactants IC1C=C(C=CC=1)N.IC1C=CC(N)=CC=1.NC1C2C(=CC=C(I)C=2)N=NC=1C(N)=O.ClC1C2C(=CC=C(I)C=2)N=NC=1C(N)=O.I[C:48]1[CH:49]=[C:50]2[C:55](=[CH:56][CH:57]=1)[N:54]=[N:53][C:52]([C:58]([NH2:60])=[O:59])=[C:51]2[NH:61][CH:62]([CH3:64])[CH3:63].[Br:65]C1C=CC(N)=CC=1, predict the reaction product. The product is: [Br:65][C:48]1[CH:49]=[C:50]2[C:55](=[CH:56][CH:57]=1)[N:54]=[N:53][C:52]([C:58]([NH2:60])=[O:59])=[C:51]2[NH:61][CH:62]([CH3:64])[CH3:63].